This data is from Forward reaction prediction with 1.9M reactions from USPTO patents (1976-2016). The task is: Predict the product of the given reaction. (1) Given the reactants [CH3:1][C:2]1[CH:3]=[CH:4][C:5]([C:8]([OH:10])=O)=[CH:6][CH:7]=1.S(Cl)([Cl:13])=O, predict the reaction product. The product is: [CH3:1][C:2]1[CH:3]=[CH:4][C:5]([C:8]([Cl:13])=[O:10])=[CH:6][CH:7]=1. (2) Given the reactants [CH3:1][O:2][C:3]1[CH:4]=[C:5]([C:9]([C:11]2[C:19]3[C:14](=[C:15]([C:20]([F:23])([F:22])[F:21])[CH:16]=[CH:17][CH:18]=3)[NH:13][N:12]=2)=[O:10])[CH:6]=[CH:7][CH:8]=1.[H-].[Na+].I[CH:27]([CH3:29])[CH3:28], predict the reaction product. The product is: [CH:27]([N:13]1[C:14]2[C:19](=[CH:18][CH:17]=[CH:16][C:15]=2[C:20]([F:23])([F:21])[F:22])[C:11]([C:9]([C:5]2[CH:6]=[CH:7][CH:8]=[C:3]([O:2][CH3:1])[CH:4]=2)=[O:10])=[N:12]1)([CH3:29])[CH3:28]. (3) Given the reactants [CH3:1][NH:2][C:3](=[O:22])[C:4](=[O:21])[CH2:5][CH2:6][CH2:7][CH2:8][CH2:9][CH2:10][C:11]([O:13]CC1C=CC=CC=1)=[O:12], predict the reaction product. The product is: [CH3:1][NH:2][C:3](=[O:22])[C:4](=[O:21])[CH2:5][CH2:6][CH2:7][CH2:8][CH2:9][CH2:10][C:11]([OH:13])=[O:12]. (4) Given the reactants Cl[C:2]1[C:3]2[CH:10]=[C:9]([C:11]([CH3:14])([CH3:13])[CH3:12])[O:8][C:4]=2[N:5]=[CH:6][N:7]=1.[NH2:15][C:16]1[CH:20]=[C:19]([C:21]([CH3:24])([CH3:23])[CH3:22])[Se:18][C:17]=1[C:25]([NH2:27])=[O:26].CN(C=O)C.[OH-].[Na+], predict the reaction product. The product is: [C:11]([C:9]1[O:8][C:4]2[N:5]=[CH:6][N:7]=[C:2]([NH:15][C:16]3[CH:20]=[C:19]([C:21]([CH3:24])([CH3:22])[CH3:23])[Se:18][C:17]=3[C:25]([NH2:27])=[O:26])[C:3]=2[CH:10]=1)([CH3:14])([CH3:13])[CH3:12].